Task: Predict the reaction yield, written as a fraction of the theoretical maximum amount of product (1.0 means a 100% yield; for example, 0.34 means a 34% yield).. Dataset: Reaction yield outcomes from USPTO patents with 853,638 reactions (1) The reactants are [Cl:1][C:2]1[CH:7]=[CH:6][C:5]([CH:8]([CH2:13][NH:14][CH2:15][C:16]([F:19])([F:18])[F:17])[C:9]([O:11]C)=[O:10])=[CH:4][CH:3]=1.O([Si](C)(C)C)[K:21]. The catalyst is C1COCC1.CCOCC. The product is [Cl:1][C:2]1[CH:3]=[CH:4][C:5]([CH:8]([CH2:13][NH:14][CH2:15][C:16]([F:17])([F:18])[F:19])[C:9]([O-:11])=[O:10])=[CH:6][CH:7]=1.[K+:21]. The yield is 1.18. (2) The reactants are [CH3:1][C:2]1[CH:11]=[CH:10][CH:9]=[C:8]2[C:3]=1[C:4](=[O:17])[C:5]([C:12]([O:14]CC)=[O:13])=[CH:6][NH:7]2.[OH-].[Na+].Cl. No catalyst specified. The product is [CH3:1][C:2]1[CH:11]=[CH:10][CH:9]=[C:8]2[C:3]=1[C:4](=[O:17])[C:5]([C:12]([OH:14])=[O:13])=[CH:6][NH:7]2. The yield is 0.340. (3) The reactants are Cl.CO[CH:4]1[CH2:8][CH2:7][CH:6](OC)[O:5]1.Cl.[CH2:12]([NH2:19])[C:13]1[CH:18]=[CH:17][CH:16]=[CH:15][CH:14]=1.O=[C:21]([CH2:26]C(O)=O)[CH2:22]C(O)=O.C([O-])(=O)C.[Na+].[OH-].[Na+]. The catalyst is O. The product is [CH2:12]([N:19]1[CH:7]2[CH2:6][CH2:26][CH:21]1[CH2:22][C:4](=[O:5])[CH2:8]2)[C:13]1[CH:18]=[CH:17][CH:16]=[CH:15][CH:14]=1. The yield is 0.670. (4) The reactants are Br[C:2]1[CH:7]=[CH:6][C:5]([S:8]([NH:11][CH3:12])(=[O:10])=[O:9])=[CH:4][CH:3]=1.[B:13](OC(C)C)([O:18]C(C)C)[O:14]C(C)C.[Li]CCCC.Cl. The catalyst is C1COCC1. The product is [CH3:12][NH:11][S:8]([C:5]1[CH:6]=[CH:7][C:2]([B:13]([OH:18])[OH:14])=[CH:3][CH:4]=1)(=[O:10])=[O:9]. The yield is 0.960. (5) The reactants are [N:1](OCCC(C)C)=O.[CH2:9]([O:11][C:12](=[O:34])[C@H:13]([CH2:20][C:21]1[CH:26]=[CH:25][C:24]([NH2:27])=[C:23]([CH3:28])[C:22]=1[CH2:29][O:30][C:31](=[O:33])[CH3:32])[CH2:14][C:15]([O:17][CH2:18][CH3:19])=[O:16])[CH3:10]. The catalyst is C(O)(=O)C.C(Cl)(Cl)Cl.ClCCl. The product is [CH2:9]([O:11][C:12](=[O:34])[C@H:13]([CH2:20][C:21]1[C:22]([CH2:29][O:30][C:31](=[O:33])[CH3:32])=[C:23]2[C:24](=[CH:25][CH:26]=1)[NH:27][N:1]=[CH:28]2)[CH2:14][C:15]([O:17][CH2:18][CH3:19])=[O:16])[CH3:10]. The yield is 0.990. (6) The reactants are [Cl:1][C:2]1(N)[CH:7]=[CH:6][C:5]([N:8]([C:12]2[CH:17]=[CH:16][CH:15]=[CH:14][C:13]=2[C:18]([F:21])([F:20])[F:19])[C:9](=[O:11])[NH2:10])=[CH:4][CH2:3]1.[C:23]([O:34][CH3:35])(=[O:33])[C:24]1[CH:32]=[CH:31][CH:30]=[C:26](C([O-])=O)[CH:25]=1.C1C=CC2N([OH:45])N=NC=2C=1.O.CN1CCOCC1.CCN=C=NCCCN(C)C.Cl.C[N:67]([CH:69]=[O:70])C. The catalyst is CCOC(C)=O. The product is [Cl:1][C:2]1([C:31]2[CH:30]=[CH:26][CH:25]=[C:24]([C:23]([O:34][CH3:35])=[O:33])[CH:32]=2)[CH:7]=[CH:6][C:5]([N:8]([C:12]2[CH:17]=[CH:16][CH:15]=[CH:14][C:13]=2[C:18]([F:21])([F:20])[F:19])[C:9](=[O:11])[NH2:10])=[C:4]([NH:67][C:69]([OH:70])=[O:45])[CH2:3]1. The yield is 0.430.